This data is from Forward reaction prediction with 1.9M reactions from USPTO patents (1976-2016). The task is: Predict the product of the given reaction. (1) Given the reactants Cl[C:2](Cl)([O:4]C(=O)OC(Cl)(Cl)Cl)Cl.[Br:13][C:14]1[CH:15]=[C:16]2[C:20](=[CH:21][CH:22]=1)[CH2:19][C@@H:18]([NH2:23])[CH2:17]2.CCN(CC)CC.[CH2:31]([NH:33][C:34]1[CH:39]=[C:38]([O:40][C:41]2[CH:47]=[CH:46][C:44]([NH2:45])=[CH:43][CH:42]=2)[N:37]=[CH:36][N:35]=1)[CH3:32], predict the reaction product. The product is: [CH2:31]([NH:33][C:34]1[CH:39]=[C:38]([O:40][C:41]2[CH:47]=[CH:46][C:44]([NH:45][C:2]([NH:23][C@H:18]3[CH2:17][C:16]4[C:20](=[CH:21][CH:22]=[C:14]([Br:13])[CH:15]=4)[CH2:19]3)=[O:4])=[CH:43][CH:42]=2)[N:37]=[CH:36][N:35]=1)[CH3:32]. (2) The product is: [Cl:13][C:12]1[C:3]2[CH2:2][N:31]([CH:29]([C:19]3[CH:20]=[N:21][C:22]([O:23][CH2:24][C:25]([F:28])([F:26])[F:27])=[C:17]([O:16][CH3:15])[CH:18]=3)[CH3:30])[C:5](=[O:7])[C:4]=2[CH:9]=[CH:10][N:11]=1. Given the reactants Br[CH2:2][C:3]1[C:12]([Cl:13])=[N:11][CH:10]=[CH:9][C:4]=1[C:5]([O:7]C)=O.Cl.[CH3:15][O:16][C:17]1[CH:18]=[C:19]([CH:29]([NH2:31])[CH3:30])[CH:20]=[N:21][C:22]=1[O:23][CH2:24][C:25]([F:28])([F:27])[F:26], predict the reaction product. (3) Given the reactants [N+]([C:4]1[CH:33]=[CH:32][CH:31]=[CH:30][C:5]=1[C:6]([NH:8][CH:9]([C:11]1[N:16]=[N:15][C:14]([NH:17][C:18]2[CH:23]=[C:22]([O:24][CH3:25])[C:21]([O:26][CH3:27])=[C:20]([O:28][CH3:29])[CH:19]=2)=[N:13][CH:12]=1)[CH3:10])=[O:7])([O-])=O.NC(C1N=NC(NC2C=C(OC)C(OC)=C(OC)C=2)=NC=1)C.C(N(CC)CC)C.[F:63]C1C=CC(C(Cl)=O)=CC=1, predict the reaction product. The product is: [F:63][C:32]1[CH:31]=[CH:30][C:5]([C:6]([NH:8][CH:9]([C:11]2[N:16]=[N:15][C:14]([NH:17][C:18]3[CH:23]=[C:22]([O:24][CH3:25])[C:21]([O:26][CH3:27])=[C:20]([O:28][CH3:29])[CH:19]=3)=[N:13][CH:12]=2)[CH3:10])=[O:7])=[CH:4][CH:33]=1. (4) Given the reactants O1CCOCC1.[CH3:7][N:8]1[CH2:16][C:15]2[C:10](=[C:11]([N+:26]([O-:28])=[O:27])[CH:12]=[CH:13][C:14]=2B2OC(C)(C)C(C)(C)O2)[C:9]1=[O:29].[CH3:30][C:31]1([C:45]([O:47][CH2:48][CH3:49])=[O:46])[CH2:36][CH2:35][C:34](OS(C(F)(F)F)(=O)=O)=[CH:33][CH2:32]1.C(=O)([O-])[O-].[Cs+].[Cs+], predict the reaction product. The product is: [CH3:30][C:31]1([C:45]([O:47][CH2:48][CH3:49])=[O:46])[CH2:36][CH2:35][C:34]([C:14]2[CH:13]=[CH:12][C:11]([N+:26]([O-:28])=[O:27])=[C:10]3[C:15]=2[CH2:16][N:8]([CH3:7])[C:9]3=[O:29])=[CH:33][CH2:32]1. (5) Given the reactants [C:1]([C:5]1[CH:9]=[C:8]([NH:10][C:11](=[O:19])OC2C=CC=CC=2)[N:7]([C:20]2[CH:25]=[CH:24][CH:23]=[CH:22][CH:21]=2)[N:6]=1)([CH3:4])([CH3:3])[CH3:2].[NH2:26][C:27]1[CH:28]=[C:29]([OH:34])[CH:30]=[CH:31][C:32]=1[F:33].C1CCN2C(=NCCC2)CC1, predict the reaction product. The product is: [C:1]([C:5]1[CH:9]=[C:8]([NH:10][C:11]([NH:26][C:27]2[CH:28]=[C:29]([OH:34])[CH:30]=[CH:31][C:32]=2[F:33])=[O:19])[N:7]([C:20]2[CH:25]=[CH:24][CH:23]=[CH:22][CH:21]=2)[N:6]=1)([CH3:3])([CH3:2])[CH3:4]. (6) Given the reactants [NH2:1][C:2]1[N:7]=[C:6]2[N:8]([CH2:20][CH3:21])[C:9]([C:11]([N:13]([CH:17]3[CH2:19][CH2:18]3)[CH:14]3[CH2:16][CH2:15]3)=[O:12])=[CH:10][C:5]2=[C:4]2[N:22]([CH3:25])[CH:23]=[N:24][C:3]=12.[C:26]([N:29]=[C:30]=[S:31])(=[O:28])[CH3:27], predict the reaction product. The product is: [C:26]([NH:29][C:30](=[S:31])[NH:1][C:2]1[N:7]=[C:6]2[N:8]([CH2:20][CH3:21])[C:9]([C:11]([N:13]([CH:17]3[CH2:19][CH2:18]3)[CH:14]3[CH2:16][CH2:15]3)=[O:12])=[CH:10][C:5]2=[C:4]2[N:22]([CH3:25])[CH:23]=[N:24][C:3]=12)(=[O:28])[CH3:27]. (7) Given the reactants [CH2:1]([N:5]1[C:10]2=[N:11][N:12]([CH2:23][C:24]3[C:32]4[C:27](=[CH:28][CH:29]=[C:30]([CH3:33])[CH:31]=4)[NH:26][CH:25]=3)[C:13]([C:14]3[N:18]([CH3:19])[CH:17]=[C:16]([C:20](O)=[O:21])[CH:15]=3)=[C:9]2[C:8](=[O:34])[N:7]([CH3:35])[C:6]1=[O:36])[CH:2]([CH3:4])[CH3:3].[CH:37]1([NH2:40])[CH2:39][CH2:38]1.C(P(=O)(OCC)OCC)#N, predict the reaction product. The product is: [CH:37]1([NH:40][C:20]([C:16]2[CH:15]=[C:14]([C:13]3[N:12]([CH2:23][C:24]4[C:32]5[C:27](=[CH:28][CH:29]=[C:30]([CH3:33])[CH:31]=5)[NH:26][CH:25]=4)[N:11]=[C:10]4[C:9]=3[C:8](=[O:34])[N:7]([CH3:35])[C:6](=[O:36])[N:5]4[CH2:1][CH:2]([CH3:4])[CH3:3])[N:18]([CH3:19])[CH:17]=2)=[O:21])[CH2:39][CH2:38]1.